From a dataset of Forward reaction prediction with 1.9M reactions from USPTO patents (1976-2016). Predict the product of the given reaction. (1) The product is: [C:1]1([C:7]2[NH:11][C:10]([C@@H:12]3[CH2:16][CH2:15][CH2:14][NH:13]3)=[N:9][CH:8]=2)[CH:2]=[CH:3][CH:4]=[CH:5][CH:6]=1. Given the reactants [C:1]1([C:7]2[NH:11][C:10]([C@@H:12]3[CH2:16][CH2:15][CH2:14][N:13]3C(OC(C)(C)C)=O)=[N:9][CH:8]=2)[CH:6]=[CH:5][CH:4]=[CH:3][CH:2]=1, predict the reaction product. (2) Given the reactants Cl[CH2:2][C:3]1[CH:4]=[C:5]([CH:26]=[CH:27][N:28]=1)[C:6]([NH:8][C:9]1[S:10][C:11]2[C:17]([CH:18]3[CH2:23][O:22][CH2:21][CH2:20][O:19]3)=[CH:16][CH:15]=[C:14]([O:24][CH3:25])[C:12]=2[N:13]=1)=[O:7].C(=O)([O-])[O-].[Cs+].[Cs+].[NH:35]1[CH2:40][CH2:39][O:38][CH2:37][CH2:36]1, predict the reaction product. The product is: [O:19]1[CH2:20][CH2:21][O:22][CH2:23][CH:18]1[C:17]1[C:11]2[S:10][C:9]([NH:8][C:6](=[O:7])[C:5]3[CH:26]=[CH:27][N:28]=[C:3]([CH2:2][N:35]4[CH2:40][CH2:39][O:38][CH2:37][CH2:36]4)[CH:4]=3)=[N:13][C:12]=2[C:14]([O:24][CH3:25])=[CH:15][CH:16]=1. (3) Given the reactants [Cl:1][C:2]1[CH:7]=[CH:6][C:5]([C:8]2[S:9][C:10]([CH:14]=[CH:15][CH:16]3[CH2:21][CH2:20][CH2:19][NH:18][CH2:17]3)=[C:11]([CH3:13])[N:12]=2)=[CH:4][CH:3]=1.[CH3:22][O:23][C:24]([C:26]1[CH:27]=[C:28](OB(O)O)[CH:29]=[CH:30][CH:31]=1)=[O:25], predict the reaction product. The product is: [Cl:1][C:2]1[CH:7]=[CH:6][C:5]([C:8]2[S:9][C:10]([CH:14]=[CH:15][CH:16]3[CH2:21][CH2:20][CH2:19][N:18]([C:30]4[CH:31]=[C:26]([CH:27]=[CH:28][CH:29]=4)[C:24]([O:23][CH3:22])=[O:25])[CH2:17]3)=[C:11]([CH3:13])[N:12]=2)=[CH:4][CH:3]=1. (4) Given the reactants [Cl:1][C:2]1[S:6][C:5](/[CH:7]=[CH:8]/[S:9]([N:12]([CH3:37])[C@H:13]2[CH2:17][CH2:16][N:15]([C:18]3[CH:19]=[CH:20][C:21]4[CH2:27][N:26](C(OC(C)(C)C)=O)[CH2:25][CH2:24][CH2:23][C:22]=4[CH:35]=3)[C:14]2=[O:36])(=[O:11])=[O:10])=[CH:4][CH:3]=1, predict the reaction product. The product is: [ClH:1].[Cl:1][C:2]1[S:6][C:5](/[CH:7]=[CH:8]/[S:9]([N:12]([CH3:37])[C@H:13]2[CH2:17][CH2:16][N:15]([C:18]3[CH:19]=[CH:20][C:21]4[CH2:27][NH:26][CH2:25][CH2:24][CH2:23][C:22]=4[CH:35]=3)[C:14]2=[O:36])(=[O:10])=[O:11])=[CH:4][CH:3]=1. (5) Given the reactants [C:1]([O:5][C:6]([N:8]1[CH2:13][CH:12]=[C:11]([C:14]2[CH:19]=[CH:18][N:17]3[C:20]([CH2:23][CH:24]4[CH2:26][CH2:25]4)=[N:21][N:22]=[C:16]3[C:15]=2[CH3:27])[CH2:10][CH2:9]1)=[O:7])([CH3:4])([CH3:3])[CH3:2], predict the reaction product. The product is: [C:1]([O:5][C:6]([N:8]1[CH2:9][CH2:10][CH:11]([C:14]2[CH:19]=[CH:18][N:17]3[C:20]([CH2:23][CH:24]4[CH2:25][CH2:26]4)=[N:21][N:22]=[C:16]3[C:15]=2[CH3:27])[CH2:12][CH2:13]1)=[O:7])([CH3:4])([CH3:3])[CH3:2]. (6) The product is: [N+:31]([C:34]1[CH:39]=[CH:38][C:37]([O:40][P:1]([NH:12][C@@H:13]([CH3:23])[C:14]([O:16][CH2:17][CH2:18][C:19]([CH3:22])([CH3:21])[CH3:20])=[O:15])([O:3][C:4]2[CH:9]=[CH:8][CH:7]=[CH:6][CH:5]=2)=[O:2])=[CH:36][CH:35]=1)([O-:33])=[O:32]. Given the reactants [P:1](Cl)(Cl)([O:3][C:4]1[CH:9]=[CH:8][CH:7]=[CH:6][CH:5]=1)=[O:2].[NH2:12][C@@H:13]([CH3:23])[C:14]([O:16][CH2:17][CH2:18][C:19]([CH3:22])([CH3:21])[CH3:20])=[O:15].C(N(CC)CC)C.[N+:31]([C:34]1[CH:39]=[CH:38][C:37]([OH:40])=[CH:36][CH:35]=1)([O-:33])=[O:32], predict the reaction product. (7) Given the reactants CS(O)(=O)=O.[C:6]([O:30][CH:31]1[CH2:36][C:35]([CH3:38])([CH3:37])[N:34]([OH:39])[C:33]([CH3:41])([CH3:40])[CH2:32]1)(=[O:29])[CH2:7][CH2:8][CH2:9][CH2:10][CH2:11][CH2:12][CH2:13][CH2:14][C:15]([O:17][CH:18]1[CH2:23][C:22]([CH3:25])([CH3:24])[N:21]([OH:26])[C:20]([CH3:28])([CH3:27])[CH2:19]1)=[O:16].OO.S([O-])([O-])=O.[Na+].[Na+].[CH2:50]1[CH2:55][CH2:54][CH2:53][CH2:52][CH2:51]1, predict the reaction product. The product is: [C:6]([O:30][CH:31]1[CH2:32][C:33]([CH3:41])([CH3:40])[N:34]([O:39][CH:50]2[CH2:55][CH2:54][CH2:53][CH2:52][CH2:51]2)[C:35]([CH3:38])([CH3:37])[CH2:36]1)(=[O:29])[CH2:7][CH2:8][CH2:9][CH2:10][CH2:11][CH2:12][CH2:13][CH2:14][C:15]([O:17][CH:18]1[CH2:19][C:20]([CH3:27])([CH3:28])[N:21]([O:26][CH:50]2[CH2:55][CH2:54][CH2:53][CH2:52][CH2:51]2)[C:22]([CH3:24])([CH3:25])[CH2:23]1)=[O:16]. (8) Given the reactants [Br:1][C:2]1[CH:8]=[CH:7][CH:6]=[CH:5][C:3]=1[NH2:4].C(N(CC)CC)C.[F:16][C:17]([F:28])([F:27])[C:18](O[C:18](=[O:19])[C:17]([F:28])([F:27])[F:16])=[O:19], predict the reaction product. The product is: [Br:1][C:2]1[CH:8]=[CH:7][CH:6]=[CH:5][C:3]=1[NH:4][C:18](=[O:19])[C:17]([F:28])([F:27])[F:16]. (9) Given the reactants [O:1]1[CH2:6][CH2:5][CH2:4][O:3][CH:2]1[C:7]1[C:16]([CH3:17])=[CH:15][C:10]([C:11](OC)=[O:12])=[C:9]([CH3:18])[C:8]=1[CH3:19].[H-].[Al+3].[Li+].[H-].[H-].[H-].O.[OH-].[Na+], predict the reaction product. The product is: [O:1]1[CH2:6][CH2:5][CH2:4][O:3][CH:2]1[C:7]1[C:16]([CH3:17])=[CH:15][C:10]([CH2:11][OH:12])=[C:9]([CH3:18])[C:8]=1[CH3:19].